This data is from Peptide-MHC class I binding affinity with 185,985 pairs from IEDB/IMGT. The task is: Regression. Given a peptide amino acid sequence and an MHC pseudo amino acid sequence, predict their binding affinity value. This is MHC class I binding data. (1) The peptide sequence is EEMFKKRNL. The MHC is HLA-B44:03 with pseudo-sequence HLA-B44:03. The binding affinity (normalized) is 0.429. (2) The peptide sequence is VISTIANSNI. The MHC is HLA-A02:03 with pseudo-sequence HLA-A02:03. The binding affinity (normalized) is 0.377. (3) The peptide sequence is ELFYILIAK. The MHC is HLA-B08:02 with pseudo-sequence HLA-B08:02. The binding affinity (normalized) is 0.0847. (4) The peptide sequence is QAFEAGIDF. The MHC is HLA-A26:01 with pseudo-sequence HLA-A26:01. The binding affinity (normalized) is 0.0847. (5) The peptide sequence is GLLTVCYVL. The MHC is HLA-A02:17 with pseudo-sequence HLA-A02:17. The binding affinity (normalized) is 0.382. (6) The peptide sequence is SILSPFLPLL. The MHC is HLA-A31:01 with pseudo-sequence HLA-A31:01. The binding affinity (normalized) is 0.271. (7) The peptide sequence is RRRIGEIFK. The binding affinity (normalized) is 0.0847. The MHC is HLA-B73:01 with pseudo-sequence HLA-B73:01. (8) The peptide sequence is KYYNDILKL. The MHC is HLA-A69:01 with pseudo-sequence HLA-A69:01. The binding affinity (normalized) is 0.0847.